Task: Regression. Given two drug SMILES strings and cell line genomic features, predict the synergy score measuring deviation from expected non-interaction effect.. Dataset: NCI-60 drug combinations with 297,098 pairs across 59 cell lines Drug 1: CS(=O)(=O)C1=CC(=C(C=C1)C(=O)NC2=CC(=C(C=C2)Cl)C3=CC=CC=N3)Cl. Drug 2: C1CCN(CC1)CCOC2=CC=C(C=C2)C(=O)C3=C(SC4=C3C=CC(=C4)O)C5=CC=C(C=C5)O. Cell line: NCI-H322M. Synergy scores: CSS=10.2, Synergy_ZIP=1.92, Synergy_Bliss=9.63, Synergy_Loewe=7.93, Synergy_HSA=7.75.